Dataset: Peptide-MHC class II binding affinity with 134,281 pairs from IEDB. Task: Regression. Given a peptide amino acid sequence and an MHC pseudo amino acid sequence, predict their binding affinity value. This is MHC class II binding data. (1) The peptide sequence is EKKYFAATQLEPLAA. The MHC is HLA-DPA10201-DPB11401 with pseudo-sequence HLA-DPA10201-DPB11401. The binding affinity (normalized) is 0.888. (2) The peptide sequence is VNYWFAPGAAAAPLS. The MHC is DRB1_0901 with pseudo-sequence DRB1_0901. The binding affinity (normalized) is 0.160. (3) The peptide sequence is LEITDVTTLVVDTDN. The MHC is DRB1_0101 with pseudo-sequence DRB1_0101. The binding affinity (normalized) is 0.347. (4) The MHC is HLA-DPA10301-DPB10402 with pseudo-sequence HLA-DPA10301-DPB10402. The peptide sequence is AIPKVPPGPNITATY. The binding affinity (normalized) is 0. (5) The peptide sequence is VGADEDDIKATYDKG. The MHC is HLA-DQA10101-DQB10501 with pseudo-sequence HLA-DQA10101-DQB10501. The binding affinity (normalized) is 0. (6) The binding affinity (normalized) is 0.574. The MHC is H-2-IEd with pseudo-sequence H-2-IEd. The peptide sequence is TISSYFVGKMYFNLIDTK.